From a dataset of Forward reaction prediction with 1.9M reactions from USPTO patents (1976-2016). Predict the product of the given reaction. (1) The product is: [Cl:1][C:2]1[C:11]([CH2:12][NH2:21])=[CH:10][C:9]2[C:4](=[C:5]([CH3:14])[CH:6]=[CH:7][CH:8]=2)[N:3]=1. Given the reactants [Cl:1][C:2]1[C:11]([CH:12]=O)=[CH:10][C:9]2[C:4](=[C:5]([CH3:14])[CH:6]=[CH:7][CH:8]=2)[N:3]=1.CC([S@]([NH2:21])=O)(C)C.[BH4-].[Na+].CO, predict the reaction product. (2) Given the reactants [NH2:1][C@H:2]1[CH2:7][CH2:6][CH2:5][CH2:4][C@H:3]1[NH:8][C:9]1[N:10]=[C:11]([NH:17][C:18]2[CH:23]=[CH:22][C:21]([C:24]#[N:25])=[CH:20][CH:19]=2)[C:12]([C:15]#[N:16])=[N:13][CH:14]=1.[OH-:26].[Na+].[OH:28]O.CC(O)=O, predict the reaction product. The product is: [NH2:1][C@H:2]1[CH2:7][CH2:6][CH2:5][CH2:4][C@H:3]1[NH:8][C:9]1[N:10]=[C:11]([NH:17][C:18]2[CH:19]=[CH:20][C:21]([C:24](=[O:28])[NH2:25])=[CH:22][CH:23]=2)[C:12]([C:15]([NH2:16])=[O:26])=[N:13][CH:14]=1. (3) Given the reactants C1(O[C:8](=[O:25])[NH:9][C:10]2[CH:15]=[CH:14][C:13]([B:16]3[O:20][C:19]([CH3:22])([CH3:21])[C:18]([CH3:24])([CH3:23])[O:17]3)=[CH:12][CH:11]=2)C=CC=CC=1.[CH2:26]([CH2:28][NH2:29])[OH:27], predict the reaction product. The product is: [OH:27][CH2:26][CH2:28][NH:29][C:8]([NH:9][C:10]1[CH:15]=[CH:14][C:13]([B:16]2[O:20][C:19]([CH3:21])([CH3:22])[C:18]([CH3:24])([CH3:23])[O:17]2)=[CH:12][CH:11]=1)=[O:25]. (4) Given the reactants Br[C:2]1[C:3](Br)=[C:4]([CH:10]=[CH:11][C:12]=1[C:13]([O:15][CH2:16]C)=[O:14])[C:5]([O:7][CH2:8]C)=[O:6].[C:19]1([N:25]2[C:37]3[CH:36]=[CH:35][C:34](=[C:38]4[CH:50]=[C:49]5[C:41](=[N:42][C:43]6[C:48]5=[CH:47][CH:46]=[CH:45][CH:44]=6)[CH:40]=[CH:39]4)[CH2:33][C:32]=3[C:31]3[C:26]2=[CH:27][CH:28]=[CH:29][CH:30]=3)[CH:24]=[CH:23][CH:22]=[CH:21][CH:20]=1, predict the reaction product. The product is: [C:19]1([N:25]2[C:37]3[CH:36]=[CH:35][C:34]([C:38]4[CH:39]=[CH:40][C:41]5[N:42]([C:3]6[CH:2]=[C:12]([C:13]([O:15][CH3:16])=[O:14])[C:11]([N:42]7[C:41]8[CH:40]=[CH:39][C:38]([C:34]9[CH:35]=[CH:36][C:37]%10[N:25]([C:19]%11[CH:24]=[CH:23][CH:22]=[CH:21][CH:20]=%11)[C:26]%11[C:31]([C:32]=%10[CH:33]=9)=[CH:30][CH:29]=[CH:28][CH:27]=%11)=[CH:50][C:49]=8[C:48]8[C:43]7=[CH:44][CH:45]=[CH:46][CH:47]=8)=[CH:10][C:4]=6[C:5]([O:7][CH3:8])=[O:6])[C:43]6[C:48]([C:49]=5[CH:50]=4)=[CH:47][CH:46]=[CH:45][CH:44]=6)=[CH:33][C:32]=3[C:31]3[C:26]2=[CH:27][CH:28]=[CH:29][CH:30]=3)[CH:24]=[CH:23][CH:22]=[CH:21][CH:20]=1. (5) Given the reactants [CH3:1][O:2][C:3]1[CH:9]=[CH:8][C:6]([NH2:7])=[C:5]([NH:10][CH2:11][CH2:12][CH2:13][CH2:14][O:15][CH3:16])[CH:4]=1.[Cl:17][C:18]([Cl:24])([Cl:23])[C:19](=N)OC, predict the reaction product. The product is: [CH3:1][O:2][C:3]1[CH:9]=[CH:8][C:6]2[N:7]=[C:19]([C:18]([Cl:24])([Cl:23])[Cl:17])[N:10]([CH2:11][CH2:12][CH2:13][CH2:14][O:15][CH3:16])[C:5]=2[CH:4]=1. (6) Given the reactants [C:1]1([OH:7])[CH:6]=[CH:5][CH:4]=[CH:3][CH:2]=1.C(=O)([O-])[O-].[K+].[K+].Br[CH2:15][CH2:16][CH2:17][CH3:18], predict the reaction product. The product is: [CH2:15]([O:7][C:1]1[CH:6]=[CH:5][CH:4]=[CH:3][CH:2]=1)[CH2:16][CH2:17][CH3:18]. (7) Given the reactants [Cl:1][C:2]1[N:7]=[C:6](C)[N:5]=[C:4]([NH2:9])[C:3]=1[NH2:10].[CH:11](=O)C1C=CC=CC=1, predict the reaction product. The product is: [Cl:1][C:2]1[N:7]=[CH:6][N:5]=[C:4]2[C:3]=1[NH:10][CH:11]=[N:9]2. (8) Given the reactants [CH:1]([C:4]1[C:9](S(C2C=CC(C)=CC=2)(=O)=O)=[CH:8][C:7]([C:20]2[N:21]=[CH:22][S:23][CH:24]=2)=[C:6]([O:25][CH3:26])[CH:5]=1)([CH3:3])[CH3:2].C([O-])([O-])=[O:28].[K+].[K+], predict the reaction product. The product is: [CH:1]([C:4]1[CH:5]=[C:6]([O:25][CH3:26])[C:7]([C:20]2[N:21]=[CH:22][S:23][CH:24]=2)=[CH:8][C:9]=1[OH:28])([CH3:3])[CH3:2]. (9) Given the reactants [F:1][C:2]([F:28])([F:27])[C@@:3]([CH2:17][S@:18]([C:20]1[CH:25]=[CH:24][C:23]([CH3:26])=[CH:22][CH:21]=1)=O)([OH:16])[CH2:4][C:5]([C:8]1[CH:13]=[C:12]([F:14])[CH:11]=[CH:10][C:9]=1[CH3:15])([CH3:7])[CH3:6].[I-].[Na+].FC(F)(F)C(OC(=O)C(F)(F)F)=O, predict the reaction product. The product is: [F:28][C:2]([F:1])([F:27])[C@@:3]([CH2:17][S:18][C:20]1[CH:21]=[CH:22][C:23]([CH3:26])=[CH:24][CH:25]=1)([OH:16])[CH2:4][C:5]([C:8]1[CH:13]=[C:12]([F:14])[CH:11]=[CH:10][C:9]=1[CH3:15])([CH3:6])[CH3:7]. (10) Given the reactants [BH4-].[Na+].[CH3:3][O:4][C:5]1[C:10]2[CH2:11][C:12](=[O:14])[O:13][C:9]=2[CH:8]=[CH:7][CH:6]=1.S(=O)(=O)(O)O.CO.C(OC(C)C)(=O)C, predict the reaction product. The product is: [OH:13][C:9]1[CH:8]=[CH:7][CH:6]=[C:5]([O:4][CH3:3])[C:10]=1[CH2:11][CH2:12][OH:14].